Dataset: Forward reaction prediction with 1.9M reactions from USPTO patents (1976-2016). Task: Predict the product of the given reaction. The product is: [CH3:10][C:9]([NH:8][C:4]1[CH:3]=[C:2]([NH2:17])[CH:7]=[CH:6][N:5]=1)([CH2:11][C:12]([CH3:15])([CH3:14])[CH3:13])[CH3:16]. Given the reactants Br[C:2]1[CH:7]=[CH:6][N:5]=[C:4]([NH:8][C:9]([CH3:16])([CH2:11][C:12]([CH3:15])([CH3:14])[CH3:13])[CH3:10])[CH:3]=1.[N-:17]=[N+]=[N-].[Na+].CN(C)CCN, predict the reaction product.